Task: Predict the reactants needed to synthesize the given product.. Dataset: Full USPTO retrosynthesis dataset with 1.9M reactions from patents (1976-2016) (1) Given the product [Cl:18][C:15]1[CH:14]=[CH:13][C:12]([C@@:8]2([OH:11])[CH2:9][CH2:10][N:5]([C:3](=[O:4])[C@H:2]([NH:1][C:40]([C:36]3[CH:35]=[C:34]([C:29]4[C:28]([C:26]([O:25][CH3:24])=[O:27])=[CH:33][CH:32]=[CH:31][CH:30]=4)[CH:39]=[CH:38][CH:37]=3)=[O:41])[CH:21]([CH3:23])[CH3:22])[CH2:6][C:7]2([CH3:19])[CH3:20])=[CH:17][CH:16]=1, predict the reactants needed to synthesize it. The reactants are: [NH2:1][C@H:2]([CH:21]([CH3:23])[CH3:22])[C:3]([N:5]1[CH2:10][CH2:9][C@@:8]([C:12]2[CH:17]=[CH:16][C:15]([Cl:18])=[CH:14][CH:13]=2)([OH:11])[C:7]([CH3:20])([CH3:19])[CH2:6]1)=[O:4].[CH3:24][O:25][C:26]([C:28]1[CH:33]=[CH:32][CH:31]=[CH:30][C:29]=1[C:34]1[CH:39]=[CH:38][CH:37]=[C:36]([C:40](O)=[O:41])[CH:35]=1)=[O:27].C1C=CC2N(O)N=NC=2C=1.C(Cl)CCl.C(N(CC)CC)C. (2) Given the product [NH2:1][C:2]1[N:3]=[CH:4][C:5]([C:8]2[C:9]3[CH:36]=[C:35]([Cl:37])[CH:34]=[CH:33][C:10]=3[NH:11][C:12](=[O:23])[CH:13]([CH2:15][C:16]3[CH:21]=[CH:20][CH:19]=[CH:18][C:17]=3[Cl:22])[N:14]=2)=[CH:6][N:7]=1, predict the reactants needed to synthesize it. The reactants are: [NH2:1][C:2]1[N:7]=[CH:6][C:5]([C:8]2[C:9]3[CH:36]=[C:35]([Cl:37])[CH:34]=[CH:33][C:10]=3[N:11](CC3C=CC(OC)=CC=3)[C:12](=[O:23])[CH:13]([CH2:15][C:16]3[CH:21]=[CH:20][CH:19]=[CH:18][C:17]=3[Cl:22])[N:14]=2)=[CH:4][N:3]=1.C(#N)C. (3) Given the product [Si:16]([O:17][CH2:18][C:19]1[C:20]([N:30]2[CH2:31][C@H:32]([CH3:37])[O:33][C@H:34]([CH3:36])[CH2:35]2)=[C:21]([F:29])[C:22]([O:5][N:4]=[C:2]([CH3:3])[CH3:1])=[C:23]([C:25](=[O:27])[CH3:26])[CH:24]=1)([C:12]([CH3:15])([CH3:14])[CH3:13])([C:8]1[CH:7]=[CH:9][CH:14]=[CH:12][CH:13]=1)[C:19]1[CH:20]=[CH:21][CH:22]=[CH:23][CH:24]=1, predict the reactants needed to synthesize it. The reactants are: [CH3:1][C:2](=[N:4][OH:5])[CH3:3].C[C:7]([O-])([CH3:9])[CH3:8].[K+].[C:12]([SiH2:16][O:17][C:18](C1C=CC=CC=1)(C1C=CC=CC=1)[C:19]1[C:20]([N:30]2[CH2:35][C@H:34]([CH3:36])[O:33][C@H:32]([CH3:37])[CH2:31]2)=[C:21]([F:29])[C:22](F)=[C:23]([C:25](=[O:27])[CH3:26])[CH:24]=1)([CH3:15])([CH3:14])[CH3:13].